From a dataset of Forward reaction prediction with 1.9M reactions from USPTO patents (1976-2016). Predict the product of the given reaction. (1) Given the reactants [O:1]1[CH2:6][CH2:5][C:4](=O)[CH2:3][CH2:2]1.[Si:8]([O:15][CH2:16][CH2:17][NH2:18])([C:11]([CH3:14])([CH3:13])[CH3:12])([CH3:10])[CH3:9], predict the reaction product. The product is: [Si:8]([O:15][CH2:16][CH2:17][NH:18][CH:4]1[CH2:5][CH2:6][O:1][CH2:2][CH2:3]1)([C:11]([CH3:13])([CH3:14])[CH3:12])([CH3:10])[CH3:9]. (2) Given the reactants C([O-])([O-])=O.[Na+].[Na+].S([O-])(OCCCCCCCCCCCC)(=O)=O.[Na+].[CH2:25]([N:29]([CH2:43][CH2:44][CH2:45][CH3:46])[CH2:30][CH2:31][CH2:32][O:33][C:34]1[CH:39]=[CH:38][C:37](B(O)O)=[CH:36][CH:35]=1)[CH2:26][CH2:27][CH3:28].[CH2:47]([C:51]1[O:52][C:53]2[CH:62]=[CH:61][C:60]([NH:63][S:64]([CH3:67])(=[O:66])=[O:65])=[CH:59][C:54]=2[C:55]=1[C:56](Cl)=[O:57])[CH2:48][CH2:49][CH3:50], predict the reaction product. The product is: [CH2:47]([C:51]1[O:52][C:53]2[CH:62]=[CH:61][C:60]([NH:63][S:64]([CH3:67])(=[O:65])=[O:66])=[CH:59][C:54]=2[C:55]=1[C:56](=[O:57])[C:37]1[CH:38]=[CH:39][C:34]([O:33][CH2:32][CH2:31][CH2:30][N:29]([CH2:43][CH2:44][CH2:45][CH3:46])[CH2:25][CH2:26][CH2:27][CH3:28])=[CH:35][CH:36]=1)[CH2:48][CH2:49][CH3:50]. (3) Given the reactants C([O:8][C:9]1[CH:10]=[C:11]([CH:32]=[CH:33][C:34]=1[CH3:35])[C:12]([NH:14][C:15]1[CH:20]=[C:19]([C:21]([CH3:24])([CH3:23])[CH3:22])[CH:18]=[C:17]([NH:25][S:26]([CH3:29])(=[O:28])=[O:27])[C:16]=1[O:30][CH3:31])=[O:13])C1C=CC=CC=1.[H][H], predict the reaction product. The product is: [C:21]([C:19]1[CH:18]=[C:17]([NH:25][S:26]([CH3:29])(=[O:28])=[O:27])[C:16]([O:30][CH3:31])=[C:15]([NH:14][C:12](=[O:13])[C:11]2[CH:32]=[CH:33][C:34]([CH3:35])=[C:9]([OH:8])[CH:10]=2)[CH:20]=1)([CH3:24])([CH3:22])[CH3:23]. (4) The product is: [CH3:56][O:55][C:51](=[O:54])/[CH:52]=[CH:53]/[C:2]1[C:10]2[C:5](=[N:6][CH:7]=[C:8]([C:24]3[CH:29]=[CH:28][CH:27]=[CH:26][CH:25]=3)[C:9]=2[N:11]2[CH2:16][CH2:15][N:14]([C:17]([O:19][C:20]([CH3:23])([CH3:22])[CH3:21])=[O:18])[CH2:13][CH2:12]2)[N:4]([CH2:30][C:31]2[CH:36]=[CH:35][C:34]([O:37][CH3:38])=[CH:33][CH:32]=2)[N:3]=1. Given the reactants I[C:2]1[C:10]2[C:5](=[N:6][CH:7]=[C:8]([C:24]3[CH:29]=[CH:28][CH:27]=[CH:26][CH:25]=3)[C:9]=2[N:11]2[CH2:16][CH2:15][N:14]([C:17]([O:19][C:20]([CH3:23])([CH3:22])[CH3:21])=[O:18])[CH2:13][CH2:12]2)[N:4]([CH2:30][C:31]2[CH:36]=[CH:35][C:34]([O:37][CH3:38])=[CH:33][CH:32]=2)[N:3]=1.C(N(CC)CC)C.CN(C=O)C.[C:51]([O:55][CH3:56])(=[O:54])[CH:52]=[CH2:53], predict the reaction product. (5) Given the reactants Br[C:2]1[CH:3]=[C:4]([C:8]2[N:13]=[C:12]([C:14]3[CH:19]=[CH:18][C:17]([F:20])=[C:16]([F:21])[CH:15]=3)[CH:11]=[C:10]([C:22]([F:25])([F:24])[F:23])[N:9]=2)[CH:5]=[CH:6][CH:7]=1.[C:26]([NH:30][S:31]([C:34]1[CH:35]=[C:36](B(O)O)[CH:37]=[CH:38][CH:39]=1)(=[O:33])=[O:32])([CH3:29])([CH3:28])[CH3:27], predict the reaction product. The product is: [C:26]([NH:30][S:31]([C:34]1[CH:39]=[C:38]([C:2]2[CH:7]=[CH:6][CH:5]=[C:4]([C:8]3[N:13]=[C:12]([C:14]4[CH:19]=[CH:18][C:17]([F:20])=[C:16]([F:21])[CH:15]=4)[CH:11]=[C:10]([C:22]([F:25])([F:24])[F:23])[N:9]=3)[CH:3]=2)[CH:37]=[CH:36][CH:35]=1)(=[O:33])=[O:32])([CH3:29])([CH3:27])[CH3:28]. (6) Given the reactants Br[C:2]1[CH:3]=[C:4]([F:14])[CH:5]=[C:6]2[C:10]=1[NH:9][C:8]([C:11]([NH2:13])=[O:12])=[CH:7]2.[F:15][C:16]1[CH:21]=[CH:20][C:19](B(O)O)=[CH:18][CH:17]=1, predict the reaction product. The product is: [F:14][C:4]1[CH:5]=[C:6]2[C:10](=[C:2]([C:19]3[CH:20]=[CH:21][C:16]([F:15])=[CH:17][CH:18]=3)[CH:3]=1)[NH:9][C:8]([C:11]([NH2:13])=[O:12])=[CH:7]2. (7) Given the reactants N[C:2]1[CH:7]=[CH:6][C:5]([C:8]2[CH:13]=[CH:12][C:11]([CH2:14][CH2:15][CH2:16][C:17]([O:19][CH3:20])=[O:18])=[CH:10][CH:9]=2)=[CH:4][CH:3]=1.[NH2:21]C1C=C(B(O)O)C=CC=1, predict the reaction product. The product is: [NH2:21][C:3]1[CH:4]=[C:5]([C:8]2[CH:13]=[CH:12][C:11]([CH2:14][CH2:15][CH2:16][C:17]([O:19][CH3:20])=[O:18])=[CH:10][CH:9]=2)[CH:6]=[CH:7][CH:2]=1. (8) The product is: [CH3:11][C:10]1[N:6]([CH2:5][C:4]2[CH:28]=[CH:29][CH:30]=[C:2]([N:71]3[CH2:72][CH2:73][CH:68]([S:65]([CH3:64])(=[O:67])=[O:66])[CH2:69][CH2:70]3)[CH:3]=2)[N:7]=[C:8]([C:12]2[CH:16]=[C:15]([C:17]3[CH:22]=[CH:21][C:20]([O:23][C:24]([F:27])([F:26])[F:25])=[CH:19][CH:18]=3)[O:14][N:13]=2)[N:9]=1. Given the reactants Br[C:2]1[CH:3]=[C:4]([CH:28]=[CH:29][CH:30]=1)[CH2:5][N:6]1[C:10]([CH3:11])=[N:9][C:8]([C:12]2[CH:16]=[C:15]([C:17]3[CH:22]=[CH:21][C:20]([O:23][C:24]([F:27])([F:26])[F:25])=[CH:19][CH:18]=3)[O:14][N:13]=2)=[N:7]1.C1(P(C2CCCCC2)C2C=CC=CC=2C2C(OC(C)C)=CC=CC=2OC(C)C)CCCCC1.[CH3:64][S:65]([CH:68]1[CH2:73][CH2:72][NH:71][CH2:70][CH2:69]1)(=[O:67])=[O:66].CC(C)([O-])C.[Na+], predict the reaction product. (9) Given the reactants [F:1][C:2]1[C:7]([F:8])=[C:6]([NH:9][C:10]2[CH:15]=[CH:14][C:13]([I:16])=[CH:12][C:11]=2[F:17])[C:5]([NH2:18])=[CH:4][CH:3]=1.[C:19]([NH:22][C:23]1[S:24][C:25]([S:29](Cl)(=[O:31])=[O:30])=[C:26]([CH3:28])[N:27]=1)(=[O:21])[CH3:20], predict the reaction product. The product is: [F:8][C:7]1[C:6]([NH:9][C:10]2[CH:15]=[CH:14][C:13]([I:16])=[CH:12][C:11]=2[F:17])=[C:5]([NH:18][S:29]([C:25]2[S:24][C:23]([NH:22][C:19](=[O:21])[CH3:20])=[N:27][C:26]=2[CH3:28])(=[O:30])=[O:31])[CH:4]=[CH:3][C:2]=1[F:1].